The task is: Predict the product of the given reaction.. This data is from Forward reaction prediction with 1.9M reactions from USPTO patents (1976-2016). (1) Given the reactants [CH3:1][N:2]1[C:11]2[N:10]=[CH:9][N:8]=[C:7]([N:12]3[CH2:17][CH2:16][CH:15]([N:18]4[C:22]5[CH:23]=[CH:24][CH:25]=[CH:26][C:21]=5[NH:20][C:19]4=[O:27])[CH2:14][CH2:13]3)[C:6]=2[N:5]=[C:4]([O:28][CH3:29])[C:3]1=[O:30].Cl[C:32]1[C:41]2N=C(OC)C(=O)N(C3CC3)C=2N=CN=1.N1CCC(N2C3C=CC=CC=3NC2=O)CC1.C(N(CC)CC)C, predict the reaction product. The product is: [CH:1]1([N:2]2[C:11]3[N:10]=[CH:9][N:8]=[C:7]([N:12]4[CH2:13][CH2:14][CH:15]([N:18]5[C:22]6[CH:23]=[CH:24][CH:25]=[CH:26][C:21]=6[NH:20][C:19]5=[O:27])[CH2:16][CH2:17]4)[C:6]=3[N:5]=[C:4]([O:28][CH3:29])[C:3]2=[O:30])[CH2:41][CH2:32]1. (2) Given the reactants [F:1][C:2]1[CH:3]=[C:4]2[C:8](=[CH:9][CH:10]=1)[NH:7][CH:6]=[C:5]2[CH2:11][CH:12]1[CH:17]=[CH:16][CH2:15][NH:14][CH2:13]1.[C:18](O[C:18]([O:20][C:21]([CH3:24])([CH3:23])[CH3:22])=[O:19])([O:20][C:21]([CH3:24])([CH3:23])[CH3:22])=[O:19], predict the reaction product. The product is: [F:1][C:2]1[CH:3]=[C:4]2[C:8](=[CH:9][CH:10]=1)[NH:7][CH:6]=[C:5]2[CH2:11][C:12]1[CH2:13][N:14]([C:18]([O:20][C:21]([CH3:24])([CH3:23])[CH3:22])=[O:19])[CH2:15][CH2:16][CH:17]=1. (3) Given the reactants [NH2:1][C:2]1[CH:36]=[CH:35][C:5]([C:6]([NH:8][C:9]2[CH:14]=[C:13]([C:15]3[C:16]([O:21][CH2:22][C:23]4[CH:28]=[CH:27][CH:26]=[CH:25][CH:24]=4)=[N:17][CH:18]=[CH:19][CH:20]=3)[CH:12]=[C:11]([C:29]([CH3:32])([CH3:31])[CH3:30])[C:10]=2[O:33][CH3:34])=[O:7])=[CH:4][C:3]=1[F:37].O.[F:39][C:40]([F:44])([F:43])[CH:41]=O.C([BH3-])#N.[Na+].C([O-])(O)=O.[Na+], predict the reaction product. The product is: [CH2:22]([O:21][C:16]1[C:15]([C:13]2[CH:12]=[C:11]([C:29]([CH3:31])([CH3:32])[CH3:30])[C:10]([O:33][CH3:34])=[C:9]([NH:8][C:6](=[O:7])[C:5]3[CH:35]=[CH:36][C:2]([NH:1][CH2:41][C:40]([F:44])([F:43])[F:39])=[C:3]([F:37])[CH:4]=3)[CH:14]=2)=[CH:20][CH:19]=[CH:18][N:17]=1)[C:23]1[CH:28]=[CH:27][CH:26]=[CH:25][CH:24]=1. (4) Given the reactants [C:1]1([S:7]([C:10]2[CH:18]=[CH:17][C:16]3[NH:15][C:14]4[CH2:19][CH:20]5[NH:24][CH:23]([C:13]=4[C:12]=3[C:11]=2[C:25]([O:27][C:28]([CH3:31])([CH3:30])[CH3:29])=[O:26])[CH2:22][CH2:21]5)(=[O:9])=[O:8])[CH:6]=[CH:5][CH:4]=[CH:3][CH:2]=1.N1CCC[C@H]1C(O)=O.I[C:41]1[CH:46]=[CH:45][CH:44]=[CH:43][CH:42]=1.C(=O)([O-])[O-].[K+].[K+], predict the reaction product. The product is: [C:1]1([S:7]([C:10]2[CH:18]=[CH:17][C:16]3[N:15]([C:41]4[CH:46]=[CH:45][CH:44]=[CH:43][CH:42]=4)[C:14]4[CH2:19][CH:20]5[NH:24][CH:23]([C:13]=4[C:12]=3[C:11]=2[C:25]([O:27][C:28]([CH3:31])([CH3:30])[CH3:29])=[O:26])[CH2:22][CH2:21]5)(=[O:9])=[O:8])[CH:2]=[CH:3][CH:4]=[CH:5][CH:6]=1. (5) Given the reactants [CH:1]([CH:3]=O)=O.[Br:5][C:6]1[CH:11]=[CH:10][C:9]([Br:12])=[C:8]([NH2:13])[C:7]=1[NH2:14], predict the reaction product. The product is: [Br:5][C:6]1[CH:11]=[CH:10][C:9]([Br:12])=[C:8]2[C:7]=1[N:14]=[CH:1][CH:3]=[N:13]2. (6) Given the reactants [C:1]([C:5]1[NH:6][C:7]2[C:12]([CH:13]=1)=[CH:11][C:10]([N+:14]([O-])=O)=[CH:9][C:8]=2[CH2:17][OH:18])([CH3:4])([CH3:3])[CH3:2], predict the reaction product. The product is: [NH2:14][C:10]1[CH:11]=[C:12]2[C:7](=[C:8]([CH2:17][OH:18])[CH:9]=1)[NH:6][C:5]([C:1]([CH3:4])([CH3:3])[CH3:2])=[CH:13]2. (7) Given the reactants [C:1]([O:4][C:5]1[CH:6]=[C:7]2[C:12](=[CH:13][C:14]=1[O:15][C:16](=[O:18])[CH3:17])[N:11]=[CH:10][NH:9][C:8]2=O)(=[O:3])[CH3:2].C(Cl)(=O)C([Cl:23])=O, predict the reaction product. The product is: [C:1]([O:4][C:5]1[CH:6]=[C:7]2[C:12](=[CH:13][C:14]=1[O:15][C:16](=[O:18])[CH3:17])[N:11]=[CH:10][N:9]=[C:8]2[Cl:23])(=[O:3])[CH3:2].